From a dataset of Catalyst prediction with 721,799 reactions and 888 catalyst types from USPTO. Predict which catalyst facilitates the given reaction. (1) Reactant: [NH4+:1].[Cl-].N.[Cl:4][C:5]1[CH:15]=[CH:14][CH:13]=[CH:12][C:6]=1[O:7][CH2:8][CH:9]1[CH2:11][O:10]1. Product: [NH2:1][CH2:11][CH:9]([OH:10])[CH2:8][O:7][C:6]1[CH:12]=[CH:13][CH:14]=[CH:15][C:5]=1[Cl:4]. The catalyst class is: 72. (2) Reactant: [OH:1][C:2]1[CH:6]=[CH:5][N:4]([C:7](=[O:9])[CH3:8])[N:3]=1.C1(P(C2C=CC=CC=2)C2C=CC=CC=2)C=CC=CC=1.[CH3:29][C:30]([CH3:34])([CH3:33])[CH2:31]O.CC(OC(/N=N/C(OC(C)C)=O)=O)C. Product: [CH3:29][C:30]([CH3:34])([CH3:33])[CH2:31][O:1][C:2]1[CH:6]=[CH:5][N:4]([C:7](=[O:9])[CH3:8])[N:3]=1. The catalyst class is: 56. (3) Reactant: [C:1]1([OH:7])[CH:6]=[CH:5][CH:4]=[CH:3][CH:2]=1.[OH-].[K+].[CH2:10](Br)[CH2:11][CH2:12][CH2:13][CH3:14].C1C=CC=CC=1. Product: [C:1]1([O:7][CH2:10][CH2:11][CH2:12][CH2:13][CH3:14])[CH:6]=[CH:5][CH:4]=[CH:3][CH:2]=1. The catalyst class is: 6. (4) Reactant: C(O[CH:5]1[CH:9]([N+:10]([O-:12])=[O:11])[CH:8]([CH:13]([CH2:15][CH:16]([CH3:18])[CH3:17])[CH3:14])[S:7][CH2:6]1)(=O)C.S(Cl)(Cl)(=O)=O.O. Product: [CH3:17][CH:16]([CH3:18])[CH2:15][CH:13]([C:8]1[S:7][CH:6]=[CH:5][C:9]=1[N+:10]([O-:12])=[O:11])[CH3:14]. The catalyst class is: 11.